From a dataset of Reaction yield outcomes from USPTO patents with 853,638 reactions. Predict the reaction yield, written as a fraction of the theoretical maximum amount of product (1.0 means a 100% yield; for example, 0.34 means a 34% yield). (1) The reactants are [CH:1]1([NH:4][C:5]([C:7]2[C:15]3[CH:14]=[C:13]([C:16]4[C:21]([Cl:22])=[CH:20][N:19]=[C:18]([NH:23][CH2:24][CH2:25][CH2:26][NH2:27])[N:17]=4)[S:12][C:11]=3[CH:10]=[CH:9][CH:8]=2)=[O:6])[CH2:3][CH2:2]1.[C:28]([O:32][C:33]([N:35]1[CH2:39][CH2:38][C@H:37]([C:40](O)=[O:41])[CH2:36]1)=[O:34])([CH3:31])([CH3:30])[CH3:29].C(N(CC)C(C)C)(C)C.Cl.C(N(CC)CCCN=C=NCC)C.ON1C2C=CC=CC=2N=N1. The catalyst is ClCCl. The product is [C:28]([O:32][C:33]([N:35]1[CH2:39][CH2:38][C@H:37]([C:40](=[O:41])[NH:27][CH2:26][CH2:25][CH2:24][NH:23][C:18]2[N:17]=[C:16]([C:13]3[S:12][C:11]4[CH:10]=[CH:9][CH:8]=[C:7]([C:5](=[O:6])[NH:4][CH:1]5[CH2:2][CH2:3]5)[C:15]=4[CH:14]=3)[C:21]([Cl:22])=[CH:20][N:19]=2)[CH2:36]1)=[O:34])([CH3:31])([CH3:30])[CH3:29]. The yield is 0.900. (2) The reactants are C(OC([N:8]1[CH2:13][CH2:12][N:11]([C:14]2[C:15]3[C:22]([CH3:23])=[CH:21][N:20]([S:24]([C:27]4[CH:32]=[CH:31][CH:30]=[CH:29][CH:28]=4)(=[O:26])=[O:25])[C:16]=3[N:17]=[CH:18][N:19]=2)[CH2:10][CH2:9]1)=O)(C)(C)C.[ClH:33]. The catalyst is C(Cl)Cl. The product is [ClH:33].[ClH:33].[C:27]1([S:24]([N:20]2[C:16]3[N:17]=[CH:18][N:19]=[C:14]([N:11]4[CH2:12][CH2:13][NH:8][CH2:9][CH2:10]4)[C:15]=3[C:22]([CH3:23])=[CH:21]2)(=[O:25])=[O:26])[CH:32]=[CH:31][CH:30]=[CH:29][CH:28]=1. The yield is 1.00. (3) The reactants are [BH4-].[Na+].[Cl:3][C:4]1[N:9]=[C:8]([CH:10]2[CH2:12][CH2:11]2)[C:7]([C:13]([F:16])([F:15])[F:14])=[C:6]([CH:17]=[O:18])[CH:5]=1. The catalyst is CO. The product is [Cl:3][C:4]1[N:9]=[C:8]([CH:10]2[CH2:11][CH2:12]2)[C:7]([C:13]([F:14])([F:15])[F:16])=[C:6]([CH2:17][OH:18])[CH:5]=1. The yield is 0.520. (4) The reactants are [CH3:1][N:2]([CH3:11])[C:3]1[CH:10]=[CH:9][C:6]([C:7]#[N:8])=[CH:5][CH:4]=1.FC(F)(F)S(O[C:18]1[CH:23]=[CH:22]C=[CH:20][C:19]=1[Si](C)(C)C)(=O)=O.[F-].[K+].C1OCCOCCOCCOCCOCCOC1. The catalyst is C1COCC1. The product is [CH3:1][N:2]([C:11]1[CH:22]=[CH:23][CH:18]=[CH:19][CH:20]=1)[C:3]1[CH:10]=[CH:9][C:6]([C:7]#[N:8])=[CH:5][CH:4]=1. The yield is 0.600.